From a dataset of Forward reaction prediction with 1.9M reactions from USPTO patents (1976-2016). Predict the product of the given reaction. (1) Given the reactants [C:1]([NH:5][S:6]([C:9]1[CH:10]=[N:11][CH:12]=[C:13]([C:15]2[C:24]3[C:19](=[C:20]([C:25]4[CH:30]=[CH:29][CH:28]=[CH:27][CH:26]=4)[CH:21]=[CH:22][CH:23]=3)[C:18](Cl)=[N:17][C:16]=2[Cl:32])[CH:14]=1)(=[O:8])=[O:7])([CH3:4])([CH3:3])[CH3:2].[CH2:33]([NH2:40])[C:34]1[CH:39]=[CH:38][CH:37]=[CH:36][CH:35]=1, predict the reaction product. The product is: [CH2:33]([NH:40][C:18]1[C:19]2[C:24](=[CH:23][CH:22]=[CH:21][C:20]=2[C:25]2[CH:26]=[CH:27][CH:28]=[CH:29][CH:30]=2)[C:15]([C:13]2[CH:14]=[C:9]([S:6]([NH:5][C:1]([CH3:2])([CH3:4])[CH3:3])(=[O:8])=[O:7])[CH:10]=[N:11][CH:12]=2)=[C:16]([Cl:32])[N:17]=1)[C:34]1[CH:39]=[CH:38][CH:37]=[CH:36][CH:35]=1. (2) Given the reactants I[C:2]1[CH:15]=[CH:14][C:5]([CH2:6][N:7]2[CH2:12][CH2:11][CH:10]([CH3:13])[CH2:9][CH2:8]2)=[CH:4][CH:3]=1.[Cl:16][C:17]1[CH:22]=[CH:21][C:20]([C:23]2[CH:28]=[CH:27][C:26]([NH:29][C:30](=[O:33])[C:31]#[CH:32])=[CH:25][CH:24]=2)=[CH:19][CH:18]=1, predict the reaction product. The product is: [Cl:16][C:17]1[CH:18]=[CH:19][C:20]([C:23]2[CH:28]=[CH:27][C:26]([NH:29][C:30](=[O:33])[C:31]#[C:32][C:2]3[CH:15]=[CH:14][C:5]([CH2:6][N:7]4[CH2:12][CH2:11][CH:10]([CH3:13])[CH2:9][CH2:8]4)=[CH:4][CH:3]=3)=[CH:25][CH:24]=2)=[CH:21][CH:22]=1. (3) Given the reactants [O:1]=[C:2]1[C:10]2[C:5](=[CH:6][CH:7]=[CH:8][CH:9]=2)[C:4](=[O:11])[N:3]1[CH2:12][CH2:13][CH2:14][CH2:15][N:16]1[CH2:21][CH2:20][N:19](C(OC(C)(C)C)=O)[CH2:18][CH2:17]1.C(O)(C(F)(F)F)=O.C([O-])([O-])=O.[K+].[K+].F[C:43]1[N:48]=[C:47]([O:49][CH3:50])[C:46]([S:51][C:52]2[N:57]=[C:56]([NH:58][C:59](=[O:61])[CH3:60])[CH:55]=[CH:54][N:53]=2)=[C:45]([O:62][CH3:63])[N:44]=1, predict the reaction product. The product is: [O:1]=[C:2]1[C:10]2[C:5](=[CH:6][CH:7]=[CH:8][CH:9]=2)[C:4](=[O:11])[N:3]1[CH2:12][CH2:13][CH2:14][CH2:15][N:16]1[CH2:17][CH2:18][N:19]([C:43]2[N:48]=[C:47]([O:49][CH3:50])[C:46]([S:51][C:52]3[N:57]=[C:56]([NH:58][C:59](=[O:61])[CH3:60])[CH:55]=[CH:54][N:53]=3)=[C:45]([O:62][CH3:63])[N:44]=2)[CH2:20][CH2:21]1. (4) Given the reactants [Br:1][C:2]1[CH:10]=[C:9]2[C:5]([CH:6]=[C:7]([C:11]([N:13]3[CH2:18][CH2:17][N:16]([S:19]([CH:22]4[CH2:24][CH2:23]4)(=[O:21])=[O:20])[CH2:15][CH2:14]3)=[O:12])[NH:8]2)=[CH:4][C:3]=1[O:25][CH:26]1[CH2:31][CH2:30][N:29]([CH:32]([CH3:34])[CH3:33])[CH2:28][CH2:27]1.[H-].[Na+].Br[CH2:38][CH2:39][O:40][Si:41]([C:44]([CH3:47])([CH3:46])[CH3:45])([CH3:43])[CH3:42], predict the reaction product. The product is: [Br:1][C:2]1[CH:10]=[C:9]2[C:5]([CH:6]=[C:7]([C:11]([N:13]3[CH2:14][CH2:15][N:16]([S:19]([CH:22]4[CH2:24][CH2:23]4)(=[O:20])=[O:21])[CH2:17][CH2:18]3)=[O:12])[N:8]2[CH2:38][CH2:39][O:40][Si:41]([C:44]([CH3:47])([CH3:46])[CH3:45])([CH3:43])[CH3:42])=[CH:4][C:3]=1[O:25][CH:26]1[CH2:31][CH2:30][N:29]([CH:32]([CH3:34])[CH3:33])[CH2:28][CH2:27]1. (5) Given the reactants [CH3:1][C:2]1[CH:7]=[CH:6][N:5]=[C:4]2[NH:8][C:9](=[O:18])[N:10]([C:11]([O:13][C:14]([CH3:17])([CH3:16])[CH3:15])=[O:12])[C:3]=12.[N:19]([CH2:22][CH2:23][CH2:24][CH2:25][CH2:26][CH3:27])=[C:20]=[O:21], predict the reaction product. The product is: [CH2:22]([NH:19][C:20]([N:8]1[C:4]2=[N:5][CH:6]=[CH:7][C:2]([CH3:1])=[C:3]2[N:10]([C:11]([O:13][C:14]([CH3:15])([CH3:17])[CH3:16])=[O:12])[C:9]1=[O:18])=[O:21])[CH2:23][CH2:24][CH2:25][CH2:26][CH3:27]. (6) Given the reactants C([O:8][C:9]1[CH:14]=[C:13]([CH3:15])[C:12]([C:16]2[C:24](=[O:25])[CH:23]3[CH:18]([CH:19]4[CH2:27][CH2:26][CH:22]3[CH2:21][CH2:20]4)[C:17]=2[O:28][C:29](=[O:34])[C:30]([CH3:33])([CH3:32])[CH3:31])=[C:11]([CH3:35])[CH:10]=1)C1C=CC=CC=1.[H][H], predict the reaction product. The product is: [OH:8][C:9]1[CH:14]=[C:13]([CH3:15])[C:12]([C:16]2[C:24](=[O:25])[CH:23]3[CH:18]([CH:19]4[CH2:27][CH2:26][CH:22]3[CH2:21][CH2:20]4)[C:17]=2[O:28][C:29](=[O:34])[C:30]([CH3:31])([CH3:32])[CH3:33])=[C:11]([CH3:35])[CH:10]=1. (7) The product is: [OH:46][CH:34]([C@@H:33]([NH:32][C:29](=[O:30])[O:10][CH2:9][C:5]1([CH2:4][C:3]2[C:2]([F:1])=[CH:14][CH:13]=[CH:12][C:11]=2[F:15])[CH2:6][CH2:7][CH2:8]1)[CH2:47][CH2:48][CH2:49][CH2:50][NH:51][C:52]([NH:54][CH3:55])=[O:53])[C:35](=[O:36])[NH:37][C@@H:38]([C:40]1[CH:41]=[CH:42][CH:43]=[CH:44][CH:45]=1)[CH3:39]. Given the reactants [F:1][C:2]1[CH:14]=[CH:13][CH:12]=[C:11]([F:15])[C:3]=1[CH2:4][C:5]1([CH2:9][OH:10])[CH2:8][CH2:7][CH2:6]1.C(C1([CH2:29][OH:30])CCCCC1)C1C=CC=CC=1.Cl.[NH2:32][C@@H:33]([CH2:47][CH2:48][CH2:49][CH2:50][NH:51][C:52]([NH:54][CH3:55])=[O:53])[CH:34]([OH:46])[C:35]([NH:37][C@@H:38]([C:40]1[CH:45]=[CH:44][CH:43]=[CH:42][CH:41]=1)[CH3:39])=[O:36].Cl.N[C@H](C(O)C(=O)N[C@@H](C1C=CC=CC=1)C)CCCCNC(N1CCOCC1)=O, predict the reaction product.